The task is: Predict which catalyst facilitates the given reaction.. This data is from Catalyst prediction with 721,799 reactions and 888 catalyst types from USPTO. (1) Reactant: [N:1]1[CH:6]=[CH:5][CH:4]=[C:3]([O:7][CH2:8][CH2:9][CH2:10][NH:11][CH3:12])[CH:2]=1.[O:13]=[C:14]([OH:26])[C@@H:15]([C@H:17]([C@H:19]([C@@H:21]([C:23]([OH:25])=[O:24])[OH:22])[OH:20])[OH:18])[OH:16].O. Product: [O:13]=[C:14]([OH:26])[C@@H:15]([C@H:17]([C@H:19]([C@@H:21]([C:23]([OH:25])=[O:24])[OH:22])[OH:20])[OH:18])[OH:16].[N:1]1[CH:6]=[CH:5][CH:4]=[C:3]([O:7][CH2:8][CH2:9][CH2:10][NH:11][CH3:12])[CH:2]=1.[N:1]1[CH:6]=[CH:5][CH:4]=[C:3]([O:7][CH2:8][CH2:9][CH2:10][NH:11][CH3:12])[CH:2]=1. The catalyst class is: 8. (2) Reactant: [NH2:1][CH2:2][C:3]1([C:9]([NH:11][CH2:12][C:13]2[CH:14]=[N:15][C:16]([C:19]([F:22])([F:21])[F:20])=[CH:17][CH:18]=2)=[O:10])[CH2:8][CH2:7][NH:6][CH2:5][CH2:4]1.[C:23](=N)([C:30]1[CH:35]=[CH:34][CH:33]=[CH:32][CH:31]=1)[C:24]1[CH:29]=[CH:28][CH:27]=[CH:26][CH:25]=1.C1(C)C=CC(S(O)(=O)=O)=CC=1. Product: [C:24]1([C:23](=[N:1][CH2:2][C:3]2([C:9]([NH:11][CH2:12][C:13]3[CH:14]=[N:15][C:16]([C:19]([F:22])([F:21])[F:20])=[CH:17][CH:18]=3)=[O:10])[CH2:8][CH2:7][NH:6][CH2:5][CH2:4]2)[C:30]2[CH:31]=[CH:32][CH:33]=[CH:34][CH:35]=2)[CH:29]=[CH:28][CH:27]=[CH:26][CH:25]=1. The catalyst class is: 2. (3) Reactant: [NH:1]1[CH2:6][CH2:5][S:4](=[O:8])(=[O:7])[CH2:3][CH2:2]1.CCN(C(C)C)C(C)C.[Cl:18][C:19](Cl)([O:21]C(=O)OC(Cl)(Cl)Cl)Cl. Product: [O:7]=[S:4]1(=[O:8])[CH2:5][CH2:6][N:1]([C:19]([Cl:18])=[O:21])[CH2:2][CH2:3]1. The catalyst class is: 1. (4) Reactant: CC(C)N=C=NC(C)C.[NH:10]([C:16]([O:18][C:19]([CH3:22])([CH3:21])[CH3:20])=[O:17])[CH2:11][CH2:12][C:13]([OH:15])=[O:14].[CH3:23][CH:24]([CH2:26][CH2:27][CH2:28][C@H:29]([C@@H:31]1[C@:49]2([CH3:50])[C@H:34]([C@H:35]3[C@H:46]([CH2:47][CH2:48]2)[C@:44]2([CH3:45])[C:38]([CH2:39][C@H:40]([CH2:42][CH2:43]2)[OH:41])=[CH:37][CH2:36]3)[CH2:33][CH2:32]1)[CH3:30])[CH3:25].S([O-])(O)(=O)=O.[K+]. Product: [CH3:25][CH:24]([CH2:26][CH2:27][CH2:28][C@H:29]([C@@H:31]1[C@:49]2([CH3:50])[C@H:34]([C@H:35]3[C@H:46]([CH2:47][CH2:48]2)[C@:44]2([CH3:45])[C:38]([CH2:39][C@H:40]([CH2:42][CH2:43]2)[OH:41])=[CH:37][CH2:36]3)[CH2:33][CH2:32]1)[CH3:30])[CH3:23].[C:16]([NH:10][CH2:11][CH2:12][C:13]([O-:15])=[O:14])([O:18][C:19]([CH3:21])([CH3:22])[CH3:20])=[O:17]. The catalyst class is: 154. (5) Reactant: [CH2:1]([NH2:4])[C:2]#[CH:3].[CH3:5][O:6][C:7]1[C:11](=[O:12])[N:10]([CH3:13])[CH2:9][C:8]=1[C:14]([OH:16])=O.C1CN([P+](ON2N=NC3C=CC=CC2=3)(N2CCCC2)N2CCCC2)CC1.F[P-](F)(F)(F)(F)F. Product: [CH3:5][O:6][C:7]1[C:11](=[O:12])[N:10]([CH3:13])[CH2:9][C:8]=1[C:14]([NH:4][CH2:1][C:2]#[CH:3])=[O:16]. The catalyst class is: 3. (6) Reactant: [NH2:1][CH2:2][CH2:3][CH2:4][CH2:5][CH2:6][CH2:7][CH2:8][CH2:9][CH2:10][N:11]1[CH2:16][CH2:15][CH:14]([O:17][C:18](=[O:32])[NH:19][C:20]2[CH:25]=[CH:24][CH:23]=[CH:22][C:21]=2[C:26]2[CH:31]=[CH:30][CH:29]=[CH:28][CH:27]=2)[CH2:13][CH2:12]1.[Cl:33][C:34]1[CH:35]=[C:36]([CH:39]=[C:40]([Cl:43])[C:41]=1[OH:42])[CH:37]=O.C(O)(=O)C.C(O[BH-](OC(=O)C)OC(=O)C)(=O)C.[Na+]. Product: [NH3:1].[Cl:33][C:34]1[CH:35]=[C:36]([CH:39]=[C:40]([Cl:43])[C:41]=1[OH:42])[CH2:37][NH:1][CH2:2][CH2:3][CH2:4][CH2:5][CH2:6][CH2:7][CH2:8][CH2:9][CH2:10][N:11]1[CH2:16][CH2:15][CH:14]([O:17][C:18](=[O:32])[NH:19][C:20]2[CH:25]=[CH:24][CH:23]=[CH:22][C:21]=2[C:26]2[CH:31]=[CH:30][CH:29]=[CH:28][CH:27]=2)[CH2:13][CH2:12]1. The catalyst class is: 4. (7) Reactant: [C:1]([N:8]1[CH2:13][CH2:12][NH:11][CH2:10][CH2:9]1)([O:3][C:4]([CH3:7])([CH3:6])[CH3:5])=[O:2].[CH2:14]([S:21](Cl)(=[O:23])=[O:22])[C:15]1[CH:20]=[CH:19][CH:18]=[CH:17][CH:16]=1.C([O-])([O-])=O.[Na+].[Na+]. Product: [C:1]([N:8]1[CH2:9][CH2:10][N:11]([S:21]([CH2:14][C:15]2[CH:20]=[CH:19][CH:18]=[CH:17][CH:16]=2)(=[O:23])=[O:22])[CH2:12][CH2:13]1)([O:3][C:4]([CH3:7])([CH3:6])[CH3:5])=[O:2]. The catalyst class is: 210.